From a dataset of Reaction yield outcomes from USPTO patents with 853,638 reactions. Predict the reaction yield, written as a fraction of the theoretical maximum amount of product (1.0 means a 100% yield; for example, 0.34 means a 34% yield). The reactants are Br[C:2]1[CH:7]=[CH:6][C:5]([S:8]([NH:11][CH3:12])(=[O:10])=[O:9])=[CH:4][C:3]=1[CH3:13].[CH3:14][C:15]1([CH3:31])[C:19]([CH3:21])([CH3:20])[O:18][B:17]([B:17]2[O:18][C:19]([CH3:21])([CH3:20])[C:15]([CH3:31])([CH3:14])[O:16]2)[O:16]1.C([O-])(=O)C.[K+]. The catalyst is C1C=CC(P(C2C=CC=CC=2)[C-]2C=CC=C2)=CC=1.C1C=CC(P(C2C=CC=CC=2)[C-]2C=CC=C2)=CC=1.Cl[Pd]Cl.[Fe+2]. The product is [CH3:12][NH:11][S:8]([C:5]1[CH:6]=[CH:7][C:2]([B:17]2[O:18][C:19]([CH3:21])([CH3:20])[C:15]([CH3:31])([CH3:14])[O:16]2)=[C:3]([CH3:13])[CH:4]=1)(=[O:10])=[O:9]. The yield is 0.320.